This data is from Forward reaction prediction with 1.9M reactions from USPTO patents (1976-2016). The task is: Predict the product of the given reaction. (1) Given the reactants CC1(C)CCCC(C)(C)N1.C([Li])CCC.[Br:16][C:17]1[CH:22]=[CH:21][C:20]([F:23])=[C:19]([F:24])[CH:18]=1.CN([CH:28]=[O:29])C.Cl, predict the reaction product. The product is: [Br:16][C:17]1[CH:22]=[CH:21][C:20]([F:23])=[C:19]([F:24])[C:18]=1[CH:28]=[O:29]. (2) Given the reactants C([O:8][C:9]1[CH:10]=[C:11]2[C:16](=[CH:17][CH:18]=1)[CH:15]([C:19]1[CH:24]=[CH:23][C:22]([O:25][CH2:26][CH2:27][N:28]3[CH2:32][CH2:31][CH2:30][CH2:29]3)=[CH:21][CH:20]=1)[N:14]([S:33]([C:36]1[C:45]3[C:40](=[CH:41][CH:42]=[CH:43][CH:44]=3)[CH:39]=[CH:38][CH:37]=1)(=[O:35])=[O:34])[CH2:13][CH2:12]2)C1C=CC=CC=1.C([O-])=O.[NH4+], predict the reaction product. The product is: [C:36]1([S:33]([N:14]2[CH2:13][CH2:12][C:11]3[C:16](=[CH:17][CH:18]=[C:9]([OH:8])[CH:10]=3)[CH:15]2[C:19]2[CH:24]=[CH:23][C:22]([O:25][CH2:26][CH2:27][N:28]3[CH2:32][CH2:31][CH2:30][CH2:29]3)=[CH:21][CH:20]=2)(=[O:34])=[O:35])[C:45]2[C:40](=[CH:41][CH:42]=[CH:43][CH:44]=2)[CH:39]=[CH:38][CH:37]=1.